Dataset: Full USPTO retrosynthesis dataset with 1.9M reactions from patents (1976-2016). Task: Predict the reactants needed to synthesize the given product. (1) Given the product [NH3:5].[Cl:1][C:2]1[C:9]([CH3:10])=[C:8]([O:11][CH:12]2[CH2:17][CH2:16][N:15]([CH2:18][CH:19]3[CH2:23][CH:22]([OH:24])[CH:21]([OH:46])[CH2:20]3)[CH2:14][CH2:13]2)[CH:7]=[CH:6][C:3]=1[C:4]#[N:5], predict the reactants needed to synthesize it. The reactants are: [Cl:1][C:2]1[C:9]([CH3:10])=[C:8]([O:11][CH:12]2[CH2:17][CH2:16][N:15]([CH2:18][CH:19]3[CH2:23][CH:22]=[CH:21][CH2:20]3)[CH2:14][CH2:13]2)[CH:7]=[CH:6][C:3]=1[C:4]#[N:5].[OH2:24].C[N+]1([O-])CCOCC1.CC(C)=O.S(S([O-])=O)([O-])(=O)=O.[Na+].[Na+].[OH2:46]. (2) Given the product [Cl:10][C:7]1[C:6]2[CH:11]=[C:2]([N:1]3[C:16](=[O:24])[CH:17]=[C:18]([C:20]([F:23])([F:22])[F:21])[NH:19][C:14]3=[O:15])[CH:3]=[CH:4][C:5]=2[S:9][N:8]=1, predict the reactants needed to synthesize it. The reactants are: [NH2:1][C:2]1[CH:3]=[CH:4][C:5]2[S:9][N:8]=[C:7]([Cl:10])[C:6]=2[CH:11]=1.CN(C)[C:14]1[O:15][C:16](=[O:24])[CH:17]=[C:18]([C:20]([F:23])([F:22])[F:21])[N:19]=1.